This data is from Reaction yield outcomes from USPTO patents with 853,638 reactions. The task is: Predict the reaction yield, written as a fraction of the theoretical maximum amount of product (1.0 means a 100% yield; for example, 0.34 means a 34% yield). (1) The reactants are [S:1]1[CH:5]=[CH:4][N:3]=[C:2]1[C:6]1[CH:7]=[C:8]([NH2:13])[C:9]([NH2:12])=[CH:10][CH:11]=1.[C:14]([NH:17][C:18]1[CH:26]=[CH:25][C:21]([C:22](Cl)=[O:23])=[CH:20][CH:19]=1)(=[O:16])[CH3:15].CCOC(C)=O. The catalyst is C(#N)C.N1C=CC=CC=1. The product is [C:14]([NH:17][C:18]1[CH:26]=[CH:25][C:21]([C:22]([NH:13][C:8]2[CH:7]=[C:6]([C:2]3[S:1][CH:5]=[CH:4][N:3]=3)[CH:11]=[CH:10][C:9]=2[NH2:12])=[O:23])=[CH:20][CH:19]=1)(=[O:16])[CH3:15]. The yield is 0.0500. (2) The reactants are [N+:1]([C:4]1[CH:9]=[CH:8][CH:7]=[CH:6][C:5]=1[OH:10])([O-:3])=[O:2].[C:11]1(=O)[O:16][C:14](=[O:15])[C:13]2=[CH:17][CH:18]=[CH:19][CH:20]=[C:12]12. The catalyst is [Cl-].[Zn+2].[Cl-]. The product is [OH:10][C:5]1[CH:6]=[CH:7][C:8]([C:11]2([C:8]3[CH:7]=[CH:6][C:5]([OH:10])=[C:4]([N+:1]([O-:3])=[O:2])[CH:9]=3)[C:12]3[C:13](=[CH:17][CH:18]=[CH:19][CH:20]=3)[C:14](=[O:15])[O:16]2)=[CH:9][C:4]=1[N+:1]([O-:3])=[O:2]. The yield is 0.890. (3) The reactants are [CH2:1]([N:8]1[C:16]2[C:11](=[CH:12][C:13]([C:17]3[CH:22]=[CH:21][C:20]([O:23][C:24]([F:27])([F:26])[F:25])=[CH:19][CH:18]=3)=[CH:14][CH:15]=2)[CH:10]=[CH:9]1)[C:2]1[CH:7]=[CH:6][CH:5]=[CH:4][CH:3]=1.[C:28](Cl)(=[O:32])[C:29](Cl)=[O:30].[CH2:34]([OH:36])[CH3:35]. No catalyst specified. The product is [CH2:1]([N:8]1[C:16]2[C:11](=[CH:12][C:13]([C:17]3[CH:22]=[CH:21][C:20]([O:23][C:24]([F:27])([F:25])[F:26])=[CH:19][CH:18]=3)=[CH:14][CH:15]=2)[C:10]([C:28](=[O:32])[C:29]([O:36][CH2:34][CH3:35])=[O:30])=[CH:9]1)[C:2]1[CH:3]=[CH:4][CH:5]=[CH:6][CH:7]=1. The yield is 0.860.